From a dataset of Reaction yield outcomes from USPTO patents with 853,638 reactions. Predict the reaction yield, written as a fraction of the theoretical maximum amount of product (1.0 means a 100% yield; for example, 0.34 means a 34% yield). (1) The catalyst is C(Cl)Cl. The product is [CH:25]1([C:22]2[CH:23]=[CH:24][C:19]([CH2:18][C:13]3[CH:14]=[CH:15][CH:16]=[CH:17][C:12]=3[OH:11])=[CH:20][CH:21]=2)[CH2:26][CH2:27]1. The reactants are CSC.C([O:11][C:12]1[CH:17]=[CH:16][CH:15]=[CH:14][C:13]=1[CH2:18][C:19]1[CH:24]=[CH:23][C:22]([CH:25]2[CH2:27][CH2:26]2)=[CH:21][CH:20]=1)C1C=CC=CC=1.O. The yield is 0.790. (2) The reactants are [NH2:1][C:2]1[C:11]([N+:12]([O-])=O)=[CH:10][C:5]([C:6]([O:8][CH3:9])=[O:7])=[CH:4][C:3]=1[Br:15].[Sn](Cl)Cl.C(=O)(O)[O-].[Na+]. The catalyst is CO. The product is [NH2:12][C:11]1[CH:10]=[C:5]([CH:4]=[C:3]([Br:15])[C:2]=1[NH2:1])[C:6]([O:8][CH3:9])=[O:7]. The yield is 0.580. (3) The reactants are [CH3:1][C:2]1[N:6]=[C:5]([CH3:7])[S:4][C:3]=1/[CH:8]=[CH:9]/[C:10](N(C)C)=O.[N+]([O-])(O)=O.[F:19][C:20]1[CH:25]=[C:24]([F:26])[CH:23]=[CH:22][C:21]=1[NH:27][C:28]([NH2:30])=[NH:29].[OH-].[Na+]. The catalyst is COCCO. The product is [F:19][C:20]1[CH:25]=[C:24]([F:26])[CH:23]=[CH:22][C:21]=1[NH:27][C:28]1[N:30]=[C:8]([C:3]2[S:4][C:5]([CH3:7])=[N:6][C:2]=2[CH3:1])[CH:9]=[CH:10][N:29]=1. The yield is 0.790. (4) The reactants are C([O:3][C:4](=O)[C:5]1[C:6](=[C:10]([F:14])[CH:11]=[CH:12][CH:13]=1)[C:7](O)=[O:8])C.C1COCC1.[OH-].[Na+]. The product is [F:14][C:10]1[CH:11]=[CH:12][CH:13]=[C:5]([CH2:4][OH:3])[C:6]=1[CH2:7][OH:8]. The catalyst is C1(C)C=CC=CC=1.[Cl-].[Na+].O. The yield is 0.820. (5) The catalyst is C(O)C. The product is [Cl:31][C:32]1[CH:39]=[CH:38][C:35]([CH:36]=[N:30][NH:29][C:16]2[CH:15]=[C:14]([N:8]3[CH2:13][CH2:12][O:11][CH2:10][CH2:9]3)[N:19]3[N:20]=[C:21]([C:23]4[CH:28]=[CH:27][CH:26]=[CH:25][CH:24]=4)[CH:22]=[C:18]3[N:17]=2)=[CH:34][CH:33]=1. The reactants are FC(F)(F)C(O)=O.[N:8]1([C:14]2[N:19]3[N:20]=[C:21]([C:23]4[CH:28]=[CH:27][CH:26]=[CH:25][CH:24]=4)[CH:22]=[C:18]3[N:17]=[C:16]([NH:29][NH2:30])[CH:15]=2)[CH2:13][CH2:12][O:11][CH2:10][CH2:9]1.[Cl:31][C:32]1[CH:39]=[CH:38][C:35]([CH:36]=O)=[CH:34][CH:33]=1. The yield is 0.570. (6) The reactants are [H-].[Na+].CC(C)([C:8]([O-:10])=[O:9])C([O-])=O.F[C:13]1[CH:18]=[CH:17][C:16]([F:19])=[CH:15][C:14]=1[N+:20]([O-:22])=[O:21].[Cl-].[NH4+].[C:25]([O:28][CH2:29]C)(=[O:27])[CH3:26].[CH3:31]CCCCC. The catalyst is CS(C)=O. The product is [F:19][C:16]1[CH:17]=[CH:18][C:13]([CH:26]([C:8]([O:10][CH3:31])=[O:9])[C:25]([O:28][CH3:29])=[O:27])=[C:14]([N+:20]([O-:22])=[O:21])[CH:15]=1. The yield is 0.800. (7) The reactants are [CH:1]([C:4]1[CH:9]=[CH:8][C:7]([C:10]2([CH3:23])[C:14]3[C:15]([CH3:22])=[C:16]([NH2:21])[C:17]([CH3:20])=[C:18]([CH3:19])[C:13]=3[O:12][CH2:11]2)=[CH:6][CH:5]=1)([CH3:3])[CH3:2]. The catalyst is C(OCC)(=O)C.CCCCCC. The product is [CH:1]([C:4]1[CH:9]=[CH:8][C:7]([C:10]2([CH3:23])[C:14]3[C:15]([CH3:22])=[C:16]([NH:21][C:13](=[O:12])[CH2:14][C:10]([CH3:23])([CH3:11])[CH3:7])[C:17]([CH3:20])=[C:18]([CH3:19])[C:13]=3[O:12][CH2:11]2)=[CH:6][CH:5]=1)([CH3:3])[CH3:2]. The yield is 0.370. (8) No catalyst specified. The reactants are [CH2:1]([O:3][C:4]1[N:9]=[CH:8][C:7]([NH:10][C:11](=[O:39])[CH2:12][C:13]2[CH:18]=[CH:17][C:16]([C:19]3[CH:20]=[N:21][C:22]([O:28]CC4C=CC(OC)=CC=4)=[C:23]([O:25][CH2:26][CH3:27])[CH:24]=3)=[CH:15][C:14]=2[F:38])=[CH:6][C:5]=1[C:40]([F:43])([F:42])[F:41])[CH3:2].C(O)(C(F)(F)F)=O.[OH-].[Na+].C(Cl)[Cl:54]. The yield is 0.498. The product is [ClH:54].[CH2:1]([O:3][C:4]1[N:9]=[CH:8][C:7]([NH:10][C:11](=[O:39])[CH2:12][C:13]2[CH:18]=[CH:17][C:16]([C:19]3[CH:24]=[C:23]([O:25][CH2:26][CH3:27])[C:22](=[O:28])[NH:21][CH:20]=3)=[CH:15][C:14]=2[F:38])=[CH:6][C:5]=1[C:40]([F:41])([F:43])[F:42])[CH3:2].